From a dataset of Full USPTO retrosynthesis dataset with 1.9M reactions from patents (1976-2016). Predict the reactants needed to synthesize the given product. (1) Given the product [CH:1]1([CH2:4][CH2:5][NH:6][C:7]([C:9]2[CH:10]=[CH:11][C:12]([C:15]3[CH2:16][CH2:17][N:18]([C:25](=[O:26])[C:24]4[CH:28]=[CH:29][CH:30]=[CH:31][C:23]=4[C:22]([F:21])([F:32])[F:33])[CH2:19][CH:20]=3)=[N:13][CH:14]=2)=[O:8])[CH2:3][CH2:2]1, predict the reactants needed to synthesize it. The reactants are: [CH:1]1([CH2:4][CH2:5][NH:6][C:7]([C:9]2[CH:10]=[CH:11][C:12]([C:15]3[CH2:16][CH2:17][NH:18][CH2:19][CH:20]=3)=[N:13][CH:14]=2)=[O:8])[CH2:3][CH2:2]1.[F:21][C:22]([F:33])([F:32])[C:23]1[CH:31]=[CH:30][CH:29]=[CH:28][C:24]=1[C:25](Cl)=[O:26].C(N(CC)CC)C. (2) Given the product [CH3:28][C:10]1[C:9]2[C:5]([CH2:4][C:3]([OH:29])=[O:2])=[CH:6][S:7][C:8]=2[C:13]([CH3:14])=[C:12]([O:15][CH2:16][C:17]2[C:18]([CH3:27])=[N:19][C:20]([C:23]([F:25])([F:26])[F:24])=[CH:21][CH:22]=2)[CH:11]=1, predict the reactants needed to synthesize it. The reactants are: C[O:2][C:3](=[O:29])[CH2:4][C:5]1[C:9]2[C:10]([CH3:28])=[CH:11][C:12]([O:15][CH2:16][C:17]3[C:18]([CH3:27])=[N:19][C:20]([C:23]([F:26])([F:25])[F:24])=[CH:21][CH:22]=3)=[C:13]([CH3:14])[C:8]=2[S:7][CH:6]=1.CO.[OH-].[Na+].